Task: Regression. Given a peptide amino acid sequence and an MHC pseudo amino acid sequence, predict their binding affinity value. This is MHC class I binding data.. Dataset: Peptide-MHC class I binding affinity with 185,985 pairs from IEDB/IMGT (1) The peptide sequence is CIRNASKFV. The MHC is HLA-A02:01 with pseudo-sequence HLA-A02:01. The binding affinity (normalized) is 0. (2) The peptide sequence is FRRVAHSSL. The MHC is HLA-A31:01 with pseudo-sequence HLA-A31:01. The binding affinity (normalized) is 0.0847.